This data is from Full USPTO retrosynthesis dataset with 1.9M reactions from patents (1976-2016). The task is: Predict the reactants needed to synthesize the given product. Given the product [C:1]([O:9][CH:10]1[CH2:18][CH:13]2[O:14][C:15](=[O:17])[CH2:16][CH:12]2[CH:11]1[CH:19]=[CH:20][CH:21]([OH:34])[CH2:22][O:23][C:24]1[CH:29]=[CH:28][CH:27]=[C:26]([C:30]([F:33])([F:32])[F:31])[CH:25]=1)(=[O:8])[C:2]1[CH:7]=[CH:6][CH:5]=[CH:4][CH:3]=1, predict the reactants needed to synthesize it. The reactants are: [C:1]([O:9][CH:10]1[CH2:18][CH:13]2[O:14][C:15](=[O:17])[CH2:16][CH:12]2[CH:11]1[CH:19]=[CH:20][C:21](=[O:34])[CH2:22][O:23][C:24]1[CH:29]=[CH:28][CH:27]=[C:26]([C:30]([F:33])([F:32])[F:31])[CH:25]=1)(=[O:8])[C:2]1[CH:7]=[CH:6][CH:5]=[CH:4][CH:3]=1.B(Cl)([C@@H]1[C@@H](C)[C@H]2C(C)(C)[C@H](C2)C1)[C@@H]1[C@@H](C)[C@H]2C(C)(C)[C@H](C2)C1.C(=O)(O)[O-].[Na+].